Dataset: Full USPTO retrosynthesis dataset with 1.9M reactions from patents (1976-2016). Task: Predict the reactants needed to synthesize the given product. (1) Given the product [C:54]([O:66][C:65](=[O:64])[NH:38][C:39]([C:40](=[O:41])[NH:2][CH:3]([CH2:30][C:31]1[CH:36]=[CH:35][C:34]([F:37])=[CH:33][CH:32]=1)[C:4]([N:6]1[CH2:11][CH2:10][N:9]([CH:12]([C:13](=[O:14])[NH:15][CH3:16])[CH2:17][C:18]2[CH:27]=[CH:26][C:25]3[C:20](=[CH:21][CH:22]=[CH:23][CH:24]=3)[CH:19]=2)[CH2:8][CH:7]1[CH2:28][CH3:29])=[O:5])([CH3:44])[CH3:43])([CH3:53])([CH3:49])[CH3:55], predict the reactants needed to synthesize it. The reactants are: Cl.[NH2:2][CH:3]([CH2:30][C:31]1[CH:36]=[CH:35][C:34]([F:37])=[CH:33][CH:32]=1)[C:4]([N:6]1[CH2:11][CH2:10][N:9]([CH:12]([CH2:17][C:18]2[CH:27]=[CH:26][C:25]3[C:20](=[CH:21][CH:22]=[CH:23][CH:24]=3)[CH:19]=2)[C:13]([NH:15][CH3:16])=[O:14])[CH2:8][CH:7]1[CH2:28][CH3:29])=[O:5].[NH2:38][C:39]([CH3:44])([CH3:43])[C:40](O)=[O:41].ON1C2C=C[CH:53]=[CH:54][C:49]=2N=N1.[CH3:55]N1CCOCC1.CC[O:64][C:65](C)=[O:66]. (2) The reactants are: Cl[C:2]1[N:7]=[CH:6][C:5]([Cl:8])=[CH:4][N:3]=1.[NH2:9][CH2:10][C@H:11]1[C@@H:16]([O:17][CH3:18])[CH2:15][CH2:14][CH2:13][N:12]1[C:19]([C:21]1[N:22]=[C:23]([CH3:33])[S:24][C:25]=1[C:26]1[CH:31]=[CH:30][C:29]([F:32])=[CH:28][CH:27]=1)=[O:20]. Given the product [Cl:8][C:5]1[CH:4]=[N:3][C:2]([NH:9][CH2:10][C@H:11]2[C@@H:16]([O:17][CH3:18])[CH2:15][CH2:14][CH2:13][N:12]2[C:19]([C:21]2[N:22]=[C:23]([CH3:33])[S:24][C:25]=2[C:26]2[CH:27]=[CH:28][C:29]([F:32])=[CH:30][CH:31]=2)=[O:20])=[N:7][CH:6]=1, predict the reactants needed to synthesize it. (3) Given the product [CH3:19][O:20][C:21]1[CH:26]=[CH:25][N:24]2[CH:2]=[C:3]([CH:5]3[CH2:7][CH:6]3[C:8]3[N:18]=[C:11]4[C:12]([CH3:17])=[N:13][CH:14]=[C:15]([CH3:16])[N:10]4[N:9]=3)[N:27]=[C:23]2[C:22]=1[CH3:28], predict the reactants needed to synthesize it. The reactants are: Br[CH2:2][C:3]([CH:5]1[CH2:7][CH:6]1[C:8]1[N:18]=[C:11]2[C:12]([CH3:17])=[N:13][CH:14]=[C:15]([CH3:16])[N:10]2[N:9]=1)=O.[CH3:19][O:20][C:21]1[CH:26]=[CH:25][N:24]=[C:23]([NH2:27])[C:22]=1[CH3:28].C(=O)(O)[O-].[Na+].